This data is from Peptide-MHC class II binding affinity with 134,281 pairs from IEDB. The task is: Regression. Given a peptide amino acid sequence and an MHC pseudo amino acid sequence, predict their binding affinity value. This is MHC class II binding data. The peptide sequence is EPTAAPAEPEAPAPE. The MHC is DRB1_1501 with pseudo-sequence DRB1_1501. The binding affinity (normalized) is 0.